From a dataset of Full USPTO retrosynthesis dataset with 1.9M reactions from patents (1976-2016). Predict the reactants needed to synthesize the given product. (1) Given the product [OH:23][C:5]1[C:4]2[C:9](=[CH:10][CH:11]=[C:2]([N:62]3[CH2:67][CH2:66][O:65][CH2:64][CH2:63]3)[CH:3]=2)[N:8]([CH3:12])[C:7](=[O:13])[C:6]=1[C:14]([NH:16][CH2:17][C:18]([OH:20])=[O:19])=[O:15], predict the reactants needed to synthesize it. The reactants are: Br[C:2]1[CH:3]=[C:4]2[C:9](=[CH:10][CH:11]=1)[N:8]([CH3:12])[C:7](=[O:13])[C:6]([C:14]([NH:16][CH2:17][C:18]([O:20]CC)=[O:19])=[O:15])=[C:5]2[OH:23].C(Cl)(Cl)Cl.CC(C1C=C(C(C)C)C(C2C=CC=CC=2P(C2CCCCC2)C2CCCCC2)=C(C(C)C)C=1)C.[NH:62]1[CH2:67][CH2:66][O:65][CH2:64][CH2:63]1.CC(C)([O-])C.[Na+]. (2) Given the product [CH2:1]([O:4][C:5]1[CH:10]=[CH:9][C:8]([CH2:11][SH:15])=[CH:7][CH:6]=1)[CH:2]=[CH2:3], predict the reactants needed to synthesize it. The reactants are: [CH2:1]([O:4][C:5]1[CH:10]=[CH:9][C:8]([CH2:11]Cl)=[CH:7][CH:6]=1)[CH:2]=[CH2:3].NC(N)=[S:15]. (3) Given the product [C:4]([O:8][C:9](=[O:26])[N:10]([CH2:11][CH2:12][CH2:13][O:14][C:15]1[CH:16]=[CH:17][C:18]([NH:21][C:22]2[S:23][C:34]([C:35](=[O:36])[C:37]3[CH:42]=[CH:41][C:40]([O:43][CH3:44])=[C:39]([F:45])[CH:38]=3)=[C:2]([NH2:3])[N:1]=2)=[CH:19][CH:20]=1)[CH2:24][CH3:25])([CH3:6])([CH3:7])[CH3:5], predict the reactants needed to synthesize it. The reactants are: [N:1]#[C:2][NH2:3].[C:4]([O:8][C:9](=[O:26])[N:10]([CH2:24][CH3:25])[CH2:11][CH2:12][CH2:13][O:14][C:15]1[CH:20]=[CH:19][C:18]([N:21]=[C:22]=[S:23])=[CH:17][CH:16]=1)([CH3:7])([CH3:6])[CH3:5].CC(C)([O-])C.[K+].Br[CH2:34][C:35]([C:37]1[CH:42]=[CH:41][C:40]([O:43][CH3:44])=[C:39]([F:45])[CH:38]=1)=[O:36]. (4) Given the product [CH2:18]([O:25][C:26]1[CH:27]=[CH:28][C:29]([N:32]2[C:5]3[C:6]4[CH:7]=[C:8]([O:14][CH3:15])[CH:9]=[CH:10][C:11]=4[CH2:12][CH2:13][C:4]=3[C:1]([CH3:2])=[N:33]2)=[CH:30][CH:31]=1)[C:19]1[CH:20]=[CH:21][CH:22]=[CH:23][CH:24]=1, predict the reactants needed to synthesize it. The reactants are: [C:1]([CH:4]1[CH2:13][CH2:12][C:11]2[C:6](=[CH:7][C:8]([O:14][CH3:15])=[CH:9][CH:10]=2)[C:5]1=O)(=O)[CH3:2].Cl.[CH2:18]([O:25][C:26]1[CH:31]=[CH:30][C:29]([NH:32][NH2:33])=[CH:28][CH:27]=1)[C:19]1[CH:24]=[CH:23][CH:22]=[CH:21][CH:20]=1. (5) Given the product [CH:26]1([CH:30]([N:2]2[CH:3]=[C:4]([C:6]3[C:7]4[CH:14]=[CH:13][NH:12][C:8]=4[N:9]=[CH:10][N:11]=3)[CH:5]=[N:1]2)[CH2:31][C:32]#[N:33])[CH2:29][CH2:28][CH2:27]1, predict the reactants needed to synthesize it. The reactants are: [NH:1]1[CH:5]=[C:4]([C:6]2[C:7]3[CH:14]=[CH:13][N:12](COCC[Si](C)(C)C)[C:8]=3[N:9]=[CH:10][N:11]=2)[CH:3]=[N:2]1.C(#N)C.[CH:26]1([CH:30]=[CH:31][C:32]#[N:33])[CH2:29][CH2:28][CH2:27]1.N12CCCN=C1CCCCC2. (6) Given the product [NH2:17][S:14]([C:13]1[CH:12]=[C:11]([CH:10]=[C:9]([N:21]2[CH2:22][CH2:23][CH2:24][CH2:25]2)[C:8]=1[O:7][C:4]1[CH:5]=[CH:6][CH:1]=[CH:2][CH:3]=1)[C:18]([O:20][CH2:27][C:28]([N:30]([CH3:32])[CH3:31])=[O:29])=[O:19])(=[O:16])=[O:15], predict the reactants needed to synthesize it. The reactants are: [CH:1]1[CH:2]=[CH:3][C:4]([O:7][C:8]2[C:9]([N:21]3[CH2:25][CH2:24][CH2:23][CH2:22]3)=[CH:10][C:11]([C:18]([OH:20])=[O:19])=[CH:12][C:13]=2[S:14]([NH2:17])(=[O:16])=[O:15])=[CH:5][CH:6]=1.Cl[CH2:27][C:28]([N:30]([CH3:32])[CH3:31])=[O:29].C(N(CC)CC)C.[I-].[Na+]. (7) Given the product [C:27]([N:24]1[C:20]2[N:21]=[CH:22][N:23]=[C:18]([NH:17][C@H:15]3[CH2:14][NH:13][CH2:12][CH:11]([C:9]#[N:10])[CH2:16]3)[C:19]=2[CH:26]=[CH:25]1)([C:40]1[CH:41]=[CH:42][CH:43]=[CH:44][CH:45]=1)([C:28]1[CH:33]=[CH:32][CH:31]=[CH:30][CH:29]=1)[C:34]1[CH:39]=[CH:38][CH:37]=[CH:36][CH:35]=1, predict the reactants needed to synthesize it. The reactants are: N1CCCC(C#N)C1.[C:9]([CH:11]1[CH2:16][C@@H:15]([NH:17][C:18]2[C:19]3[CH:26]=[CH:25][N:24]([C:27]([C:40]4[CH:45]=[CH:44][CH:43]=[CH:42][CH:41]=4)([C:34]4[CH:39]=[CH:38][CH:37]=[CH:36][CH:35]=4)[C:28]4[CH:33]=[CH:32][CH:31]=[CH:30][CH:29]=4)[C:20]=3[N:21]=[CH:22][N:23]=2)[CH2:14][N:13](C(OC(C)(C)C)=O)[CH2:12]1)#[N:10].C(O)(C(F)(F)F)=O.